From a dataset of Experimentally validated miRNA-target interactions with 360,000+ pairs, plus equal number of negative samples. Binary Classification. Given a miRNA mature sequence and a target amino acid sequence, predict their likelihood of interaction. (1) The miRNA is hsa-miR-6758-5p with sequence UAGAGAGGGGAAGGAUGUGAUGU. The protein sequence of the target gene is MESRMWPALLLSHLLPLWPLLLLPLPPPAQGSSSSPRTPPAPARPPCARGGPSAPRHVCVWERAPPPSRSPRVPRSRRQVLPGTAPPATPSGFEEGPPSSQYPWAIVWGPTVSREDGGDPNSANPGFLDYGFAAPHGLATPHPNSDSMRGDGDGLILGEAPATLRPFLFGGRGEGVDPQLYVTITISIIIVLVATGIIFKFCWDRSQKRRRPSGQQGALRQEESQQPLTDLSPAGVTVLGAFGDSPTPTPDHEEPRGGPRPGMPHPKGAPAFQLNRIPLVNL. Result: 1 (interaction). (2) The miRNA is hsa-miR-668-5p with sequence UGCGCCUCGGGUGAGCAUG. The protein sequence of the target gene is MKTETVPPFQETPAGSSCHLNNLLSSRKLMAVGVLLGWLLVIHLLVNVWLLCLLSALLVVLGGWLGSSLAGVASGRLHLERFIPLATCPPCPEAERQLEREINRTIQMIIRDFVLSWYRSVSQEPAFEEEMEAAMKGLVQELRRRMSVMDSHAVAQSVLTLCGCHLQSYIQAKEATAGKNGPVEPSHLWEAYCRATAPHPAVHSPSAEVTYTRGVVNLLLQGLVPKPHLETRTGRHVVVELITCNVILPLISRLSDPDWIHLVLVGIFSKARDPAPCPASAPEQPSVPTSLPLIAEVEQL.... Result: 0 (no interaction). (3) The miRNA is hsa-miR-8052 with sequence CGGGACUGUAGAGGGCAUGAGC. The protein sequence of the target gene is MNSTPRNAQAPSHRECFLPSVARTPSVTKVTPAKKITFLKRGDPRFAGVRLAVHQRAFKTFSALMDELSQRVPLSFGVRSVTTPRGLHSLSALEQLEDGGCYLCSDKKPPKTPSGPGRPQERNPTAQQLRDVEGQREAPGTSSSRKSLKTPRRILLIKNMDPRLQQTVVLSHRNTRNLAAFLGKASDLLRFPVKQLYTTSGKKVDSLQALLHSPSVLVCAGHEAFRTPAMKNARRSEAETLSGLTSRNKNGSWGPKTKPSVIHSRSPPGSTPRLPERPGPSNPPVGPAPGRHPQDTPAQS.... Result: 0 (no interaction). (4) The miRNA is mmu-miR-15a-5p with sequence UAGCAGCACAUAAUGGUUUGUG. Result: 1 (interaction). The protein sequence of the target gene is MPLVKRNIEPRHLCRGALPEGVTSELECVTNSTLAAIIRQLSSLSKHAEDIFGELFNEANNFYIRANSLQDRIDRLAVKVTQLDSTVEEVSLQDINMKKAFKSSTIQDQQVVSKNSIPNPVADIYNQSDKPPPLSILTPYRDDKKDGLKFYTDPSYFFDLWKEKMLQDTEDKRKEKRRQKEQKRVDGTTREVKKVRKARNRRQEWNMMAYDKELRPDNRLSQSVHHGASSEGSLSPDTRSHTSDVTDYSYPATPNHALQAQPATPSYTAGDAPLHGTTNQGAEHEYRPSSASARHMALNR.... (5) The miRNA is hsa-miR-642b-5p with sequence GGUUCCCUCUCCAAAUGUGUCU. The protein sequence of the target gene is MAGLSGAQIPDGEFTAVVYRLIRNARYAEAVQLLGGELQRSPRSRAGLSLLGYCYYRLQEFALAAECYEQLGQLHPELEQYRLYQAQALYKACLYAEATRVAFLLLDNPAYHSRVLRLQAAIKYSEGDLPGSRSLVEQLPSREGGEESGGENETDGQINLGCLLYKEGQYEAACSKFFAALQASGYQPDLSYNLALAYYSSRQYASALKHIAEIIERGIRQHPELGVGMTTEGIDVRSVGNTLVLHQTALVEAFNLKAAIEYQLRNYEAAQEALTDMPPRAEEELDPVTLHNQALMNMDA.... Result: 0 (no interaction). (6) The miRNA is hsa-miR-6857-5p with sequence UUGGGGAUUGGGUCAGGCCAGU. The protein sequence of the target gene is MFWKLSLTLLLVAVLVKVAETRKNRPAGAIPSPYKDGSSNNSERWHHQIKEVLASSQEALVVTERKYLKSDWCKTQPLRQTVSEEGCRSRTILNRFCYGQCNSFYIPRHVKKEEDSFQSCAFCKPQRVTSVIVELECPGLDPPFRIKKIQKVKHCRCMSVNLSDSDKQ. Result: 0 (no interaction).